Dataset: Reaction yield outcomes from USPTO patents with 853,638 reactions. Task: Predict the reaction yield, written as a fraction of the theoretical maximum amount of product (1.0 means a 100% yield; for example, 0.34 means a 34% yield). (1) The reactants are [Cl:1][C:2]1[CH:9]=[C:8]([Cl:10])[CH:7]=[C:6]([Cl:11])[C:3]=1[CH2:4]O.S(Cl)([Cl:14])=O.CN(C=O)C. The catalyst is C(Cl)(Cl)Cl. The product is [Cl:1][C:2]1[CH:9]=[C:8]([Cl:10])[CH:7]=[C:6]([Cl:11])[C:3]=1[CH2:4][Cl:14]. The yield is 1.00. (2) The yield is 0.760. The reactants are [CH3:1][O:2][C:3]1[C:8]([O:9][CH3:10])=[C:7]([O:11][CH3:12])[CH:6]=[CH:5][C:4]=1[C:13]([C:15]1[CH:20]=[C:19]([O:21][CH3:22])[C:18]([O:23][CH3:24])=[C:17]([O:25][CH3:26])[CH:16]=1)=O.C(OP([CH2:35][C:36]#[N:37])(=O)OCC)C.C[Si]([N-][Si](C)(C)C)(C)C.[Li+].O1C2C=CC(C(C3C=C(OC)C=C(OC)C=3)=CC#N)=CC=2OCC1. The product is [CH3:1][O:2][C:3]1[C:8]([O:9][CH3:10])=[C:7]([O:11][CH3:12])[CH:6]=[CH:5][C:4]=1[C:13]([C:15]1[CH:20]=[C:19]([O:21][CH3:22])[C:18]([O:23][CH3:24])=[C:17]([O:25][CH3:26])[CH:16]=1)=[CH:35][C:36]#[N:37]. The catalyst is C1COCC1. (3) The reactants are [F:1][C:2]([F:39])([F:38])[CH:3]([NH:11][C@@H:12]([CH2:17][S:18]C(C1C=CC=CC=1)(C1C=CC=CC=1)C1C=CC=CC=1)[C:13]([O:15][CH3:16])=[O:14])[C:4]1[CH:9]=[CH:8][C:7]([F:10])=[CH:6][CH:5]=1.FC(F)(F)C(O)=O.C([SiH](CC)CC)C. The catalyst is ClCCl. The product is [SH:18][CH2:17][C@H:12]([NH:11][CH:3]([C:4]1[CH:9]=[CH:8][C:7]([F:10])=[CH:6][CH:5]=1)[C:2]([F:1])([F:38])[F:39])[C:13]([O:15][CH3:16])=[O:14]. The yield is 0.845. (4) The reactants are N1CCCCC1.[CH:7]1([O:13][C:14]2[CH:21]=[CH:20][C:17]([CH:18]=O)=[CH:16][C:15]=2[O:22][CH3:23])[CH2:12][CH2:11][CH2:10][CH2:9][CH2:8]1.C([CH2:27][C:28]([NH:30][C:31]1[CH:39]=[CH:38][CH:37]=[CH:36][C:32]=1[C:33]([OH:35])=[O:34])=[O:29])(O)=O.Cl. The catalyst is C1(C)C=CC=CC=1.CCO.O. The product is [CH:7]1([O:13][C:14]2[CH:21]=[CH:20][C:17](/[CH:18]=[CH:27]/[C:28]([NH:30][C:31]3[CH:39]=[CH:38][CH:37]=[CH:36][C:32]=3[C:33]([OH:35])=[O:34])=[O:29])=[CH:16][C:15]=2[O:22][CH3:23])[CH2:12][CH2:11][CH2:10][CH2:9][CH2:8]1. The yield is 0.600. (5) The reactants are CS(C1C=CC(N2CCCC2)=C(C=1)C(O)=O)(=O)=O.Cl[C:20]1[CH:28]=[CH:27][C:26]([S:29](=[O:35])(=[O:34])[NH:30][CH:31]([CH3:33])[CH3:32])=[CH:25][C:21]=1[C:22]([OH:24])=[O:23].[NH:36]1[CH2:41][CH2:40][O:39][CH2:38][CH2:37]1. No catalyst specified. The product is [CH:31]([NH:30][S:29]([C:26]1[CH:27]=[CH:28][C:20]([N:36]2[CH2:41][CH2:40][O:39][CH2:38][CH2:37]2)=[C:21]([CH:25]=1)[C:22]([OH:24])=[O:23])(=[O:35])=[O:34])([CH3:33])[CH3:32]. The yield is 0.380.